This data is from HIV replication inhibition screening data with 41,000+ compounds from the AIDS Antiviral Screen. The task is: Binary Classification. Given a drug SMILES string, predict its activity (active/inactive) in a high-throughput screening assay against a specified biological target. (1) The drug is Oc1ncnc2cccc(Cl)c12. The result is 0 (inactive). (2) The molecule is C1=C[PH](c2ccccc2)(c2ccccc2)[Pt-4]23([PH]1(c1ccccc1)c1ccccc1)([PH](c1ccccc1)(c1ccccc1)C=C[PH]2(c1ccccc1)c1ccccc1)[PH](c1ccccc1)(c1ccccc1)C=C[PH]3(c1ccccc1)c1ccccc1. The result is 0 (inactive). (3) The molecule is O=C1NC(N2CCCCC2)=NC1=Cc1ccc(Cl)cc1. The result is 0 (inactive). (4) The drug is CCC(C#N)N(Cc1ccc(CN(C(=O)c2ccccc2)C(C#N)CC)cc1)C(=O)c1ccccc1. The result is 0 (inactive). (5) The drug is CC(NCCCCCCNC(C)C(=O)O)C(=O)O. The result is 0 (inactive). (6) The molecule is CC(=O)c1cccc(NC(=O)C(=O)C(c2cnc3ccc([N+](=O)[O-])cc3n2)[N+](=O)[O-])c1. The result is 0 (inactive).